Dataset: Forward reaction prediction with 1.9M reactions from USPTO patents (1976-2016). Task: Predict the product of the given reaction. (1) Given the reactants C([O:3][C:4](=[O:30])[C:5]1[CH:10]=[CH:9][C:8]([C:11]2[CH2:15][C:14]([C:20]3[CH:25]=[C:24]([Cl:26])[CH:23]=[C:22]([Cl:27])[CH:21]=3)([C:16]([F:19])([F:18])[F:17])[O:13][N:12]=2)=[CH:7][C:6]=1[O:28][CH3:29])C.[OH-].[Na+], predict the reaction product. The product is: [Cl:27][C:22]1[CH:21]=[C:20]([C:14]2([C:16]([F:18])([F:17])[F:19])[O:13][N:12]=[C:11]([C:8]3[CH:9]=[CH:10][C:5]([C:4]([OH:30])=[O:3])=[C:6]([O:28][CH3:29])[CH:7]=3)[CH2:15]2)[CH:25]=[C:24]([Cl:26])[CH:23]=1. (2) The product is: [NH2:1][CH:4]([C:27]1[O:28][CH:29]=[CH:30][N:31]=1)[CH2:5][S:6][C:7]1[N:8]=[C:9]([O:25][CH3:26])[C:10]([NH:13][S:14]([C:17]2[CH:22]=[CH:21][CH:20]=[C:19]([Cl:23])[C:18]=2[Cl:24])(=[O:16])=[O:15])=[N:11][CH:12]=1. Given the reactants [N:1]([CH:4]([C:27]1[O:28][CH:29]=[CH:30][N:31]=1)[CH2:5][S:6][C:7]1[N:8]=[C:9]([O:25][CH3:26])[C:10]([NH:13][S:14]([C:17]2[CH:22]=[CH:21][CH:20]=[C:19]([Cl:23])[C:18]=2[Cl:24])(=[O:16])=[O:15])=[N:11][CH:12]=1)=[N+]=[N-].C1(P(C2C=CC=CC=2)C2C=CC=CC=2)C=CC=CC=1.CO.[OH-].[Na+], predict the reaction product.